From a dataset of Peptide-MHC class I binding affinity with 185,985 pairs from IEDB/IMGT. Regression. Given a peptide amino acid sequence and an MHC pseudo amino acid sequence, predict their binding affinity value. This is MHC class I binding data. (1) The binding affinity (normalized) is 0.0641. The peptide sequence is AYPELACAV. The MHC is BoLA-JSP.1 with pseudo-sequence BoLA-JSP.1. (2) The peptide sequence is IYCGFKFAW. The MHC is HLA-B35:01 with pseudo-sequence HLA-B35:01. The binding affinity (normalized) is 0.377. (3) The peptide sequence is IFDDLQGSL. The MHC is HLA-B08:03 with pseudo-sequence HLA-B08:03. The binding affinity (normalized) is 0.0847.